Task: Predict the product of the given reaction.. Dataset: Forward reaction prediction with 1.9M reactions from USPTO patents (1976-2016) Given the reactants [N:1]([O-:3])=O.[Na+].[NH2:5][C:6]1[N:11]([CH2:12][CH:13]([CH3:15])[CH3:14])[C:10](=[S:16])[N:9]([CH3:17])[C:8](=[O:18])[CH:7]=1.Cl, predict the reaction product. The product is: [NH2:5][C:6]1[N:11]([CH2:12][CH:13]([CH3:15])[CH3:14])[C:10](=[S:16])[N:9]([CH3:17])[C:8](=[O:18])[C:7]=1[N:1]=[O:3].